Dataset: Full USPTO retrosynthesis dataset with 1.9M reactions from patents (1976-2016). Task: Predict the reactants needed to synthesize the given product. (1) Given the product [OH:28][C@@H:25]1[CH2:26][CH2:27][N:23]([C:2]2[CH:11]=[CH:10][C:9]3[C:4](=[CH:5][CH:6]=[C:7]([CH3:22])[C:8]=3[NH:12][C:13](=[O:21])[CH2:14][CH:15]3[CH2:20][CH2:19][CH2:18][CH2:17][CH2:16]3)[N:3]=2)[CH2:24]1, predict the reactants needed to synthesize it. The reactants are: Cl[C:2]1[CH:11]=[CH:10][C:9]2[C:4](=[CH:5][CH:6]=[C:7]([CH3:22])[C:8]=2[NH:12][C:13](=[O:21])[CH2:14][CH:15]2[CH2:20][CH2:19][CH2:18][CH2:17][CH2:16]2)[N:3]=1.[NH:23]1[CH2:27][CH2:26][C@@H:25]([OH:28])[CH2:24]1. (2) Given the product [CH:24]([NH:27][C:28]([C:30]1[C:39](=[O:40])[C:38]2[C:33](=[N:34][CH:35]=[CH:36][CH:37]=2)[N:32]([C:5]2[CH:4]=[CH:3][CH:2]=[C:1]([C:7]#[C:9][C:10]3[CH:14]=[N+:15]([O-:23])[CH:16]=[C:17]([C:19]([OH:22])([CH3:21])[CH3:20])[CH:18]=3)[CH:6]=2)[CH:31]=1)=[O:29])([CH3:25])[CH3:26], predict the reactants needed to synthesize it. The reactants are: [C:1]1([C:7](O)([C:9]#[CH:10])C)[CH:6]=[CH:5][CH:4]=[CH:3][CH:2]=1.BrC1[CH:14]=[N+:15]([O-:23])[CH:16]=[C:17]([C:19]([OH:22])([CH3:21])[CH3:20])[CH:18]=1.[CH:24]([NH:27][C:28]([C:30]1[C:39](=[O:40])[C:38]2[C:33](=[N:34][CH:35]=[CH:36][CH:37]=2)[N:32](C2C=CC=C(Br)C=2)[CH:31]=1)=[O:29])([CH3:26])[CH3:25]. (3) Given the product [O:18]=[C:10]1[C:7]2([CH2:8][CH2:9][N:4]([CH2:3][C:2]([F:1])([F:19])[F:20])[CH2:5][CH2:6]2)[C:17]2[C:12](=[CH:13][CH:14]=[CH:15][CH:16]=2)[N:11]1[CH2:24][C:25]([O:27][C:28]([CH3:31])([CH3:30])[CH3:29])=[O:26], predict the reactants needed to synthesize it. The reactants are: [F:1][C:2]([F:20])([F:19])[CH2:3][N:4]1[CH2:9][CH2:8][C:7]2([C:17]3[C:12](=[CH:13][CH:14]=[CH:15][CH:16]=3)[NH:11][C:10]2=[O:18])[CH2:6][CH2:5]1.[H-].[Na+].Br[CH2:24][C:25]([O:27][C:28]([CH3:31])([CH3:30])[CH3:29])=[O:26]. (4) Given the product [Cl:1][C:2]1[CH:12]=[CH:11][C:10]([Cl:13])=[CH:9][C:3]=1[N:4]([CH3:14])[CH2:5][C:6]([OH:8])=[O:7], predict the reactants needed to synthesize it. The reactants are: [Cl:1][C:2]1[CH:12]=[CH:11][C:10]([Cl:13])=[CH:9][C:3]=1[NH:4][CH2:5][C:6]([OH:8])=[O:7].[C:14](=O)([O-])[O-].[K+].[K+].CI.